From a dataset of Full USPTO retrosynthesis dataset with 1.9M reactions from patents (1976-2016). Predict the reactants needed to synthesize the given product. The reactants are: Cl.[CH:2]1([C:8]2([N:18]([CH3:20])[CH3:19])[CH2:17][CH2:16][C:11]3(OCC[O:12]3)[CH2:10][CH2:9]2)[CH2:7][CH2:6][CH2:5][CH2:4][CH2:3]1. Given the product [CH:2]1([C:8]2([N:18]([CH3:20])[CH3:19])[CH2:9][CH2:10][C:11](=[O:12])[CH2:16][CH2:17]2)[CH2:7][CH2:6][CH2:5][CH2:4][CH2:3]1, predict the reactants needed to synthesize it.